Dataset: Full USPTO retrosynthesis dataset with 1.9M reactions from patents (1976-2016). Task: Predict the reactants needed to synthesize the given product. (1) Given the product [F:20][C:2]1([F:1])[CH2:4][CH:3]1[CH2:5][C:6]1([OH:19])[CH2:7][CH2:8][NH:9][CH2:10][CH2:11]1, predict the reactants needed to synthesize it. The reactants are: [F:1][C:2]1([F:20])[CH2:4][CH:3]1[CH2:5][C:6]1([OH:19])[CH2:11][CH2:10][N:9](C(OC(C)(C)C)=O)[CH2:8][CH2:7]1.C(O)(C(F)(F)F)=O. (2) The reactants are: Cl[C:2]1[CH:7]=[CH:6][N:5]=[CH:4][C:3]=1[N+:8]([O-])=O.[C:11]1([NH:17][C:18](=O)[CH3:19])[CH:16]=[CH:15][CH:14]=[CH:13][CH:12]=1. Given the product [CH3:19][C:18]1[N:17]([C:11]2[CH:16]=[CH:15][CH:14]=[CH:13][CH:12]=2)[C:2]2[CH:7]=[CH:6][N:5]=[CH:4][C:3]=2[N:8]=1, predict the reactants needed to synthesize it.